Dataset: Full USPTO retrosynthesis dataset with 1.9M reactions from patents (1976-2016). Task: Predict the reactants needed to synthesize the given product. Given the product [CH3:9][C:10]1[CH:15]=[CH:14][C:13]([S:16]([O:19][CH2:20][C@H:21]2[CH2:26][CH2:25][C@@H:24]([O:27][CH2:32][C:33]3[CH:38]=[CH:37][CH:36]=[CH:35][CH:34]=3)[CH2:23][CH2:22]2)(=[O:18])=[O:17])=[CH:12][CH:11]=1, predict the reactants needed to synthesize it. The reactants are: OS(C(F)(F)F)(=O)=O.[CH3:9][C:10]1[CH:15]=[CH:14][C:13]([S:16]([O:19][CH2:20][CH:21]2[CH2:26][CH2:25][CH:24]([OH:27])[CH2:23][CH2:22]2)(=[O:18])=[O:17])=[CH:12][CH:11]=1.ClC(Cl)(Cl)C(=N)O[CH2:32][C:33]1[CH:38]=[CH:37][CH:36]=[CH:35][CH:34]=1.C([O-])(O)=O.[Na+].